From a dataset of Forward reaction prediction with 1.9M reactions from USPTO patents (1976-2016). Predict the product of the given reaction. (1) Given the reactants [C:1]1([CH3:17])[CH:6]=[CH:5][CH:4]=[C:3]([C:7]2[C:11]3[N:12]=[CH:13][NH:14][C:15](=[O:16])[C:10]=3[S:9][N:8]=2)[CH:2]=1.[Br:18]N1C(=O)CCC1=O.C(OOC(=O)C1C=CC=CC=1)(=O)C1C=CC=CC=1, predict the reaction product. The product is: [Br:18][CH2:17][C:1]1[CH:2]=[C:3]([C:7]2[C:11]3[N:12]=[CH:13][NH:14][C:15](=[O:16])[C:10]=3[S:9][N:8]=2)[CH:4]=[CH:5][CH:6]=1. (2) Given the reactants [NH2:1][OH:2].[NH2:3][C:4]1[CH:5]=[C:6]([CH:9]=[CH:10][C:11]=1[F:12])[C:7]#[N:8], predict the reaction product. The product is: [NH2:3][C:4]1[CH:5]=[C:6]([CH:9]=[CH:10][C:11]=1[F:12])[C:7](=[NH:8])[NH:1][OH:2]. (3) Given the reactants Cl[CH2:2][O:3][C:4](=[O:24])[C:5]([CH3:23])([CH3:22])[CH2:6][O:7][C:8](=[O:21])[C@H:9]([CH:18]([CH3:20])[CH3:19])[NH:10][C:11]([O:13][C:14]([CH3:17])([CH3:16])[CH3:15])=[O:12].[I-:25].[Na+], predict the reaction product. The product is: [I:25][CH2:2][O:3][C:4](=[O:24])[C:5]([CH3:23])([CH3:22])[CH2:6][O:7][C:8](=[O:21])[C@H:9]([CH:18]([CH3:20])[CH3:19])[NH:10][C:11]([O:13][C:14]([CH3:17])([CH3:16])[CH3:15])=[O:12]. (4) Given the reactants Cl.CN(C)CCCN=C=NCC.[Cl:13][C:14]1[CH:22]=[C:21]([O:23][C:24]2[CH:25]=[N:26][C:27]([CH:31]3[CH2:33][CH2:32]3)=[C:28]([Cl:30])[CH:29]=2)[C:20]([Cl:34])=[CH:19][C:15]=1[C:16](O)=[O:17].[CH3:35][S:36]([NH2:39])(=[O:38])=[O:37], predict the reaction product. The product is: [Cl:13][C:14]1[CH:22]=[C:21]([O:23][C:24]2[CH:25]=[N:26][C:27]([CH:31]3[CH2:33][CH2:32]3)=[C:28]([Cl:30])[CH:29]=2)[C:20]([Cl:34])=[CH:19][C:15]=1[C:16]([NH:39][S:36]([CH3:35])(=[O:38])=[O:37])=[O:17]. (5) Given the reactants [C:1]([O:5][C:6](=[O:22])[NH:7][CH2:8][CH2:9][CH2:10][NH:11][CH:12]1[C:21]2[N:20]=[CH:19][CH:18]=[CH:17][C:16]=2[CH2:15][CH2:14][CH2:13]1)([CH3:4])([CH3:3])[CH3:2].[CH3:23][C:24]1[C:25](C=O)=[N:26][CH:27]=[C:28]([CH3:30])[CH:29]=1.[BH-](OC(C)=O)(OC(C)=O)OC(C)=O.[Na+], predict the reaction product. The product is: [C:1]([O:5][C:6](=[O:22])[NH:7][CH2:8][CH2:9][CH2:10][N:11]([C:25]1[C:24]([CH3:23])=[CH:29][C:28]([CH3:30])=[CH:27][N:26]=1)[CH:12]1[C:21]2[N:20]=[CH:19][CH:18]=[CH:17][C:16]=2[CH2:15][CH2:14][CH2:13]1)([CH3:4])([CH3:2])[CH3:3].